This data is from Drug-target binding data from BindingDB using IC50 measurements. The task is: Regression. Given a target protein amino acid sequence and a drug SMILES string, predict the binding affinity score between them. We predict pIC50 (pIC50 = -log10(IC50 in M); higher means more potent). Dataset: bindingdb_ic50. (1) The compound is CC(C)c1ccc2c(c1)C(=O)N(C(C(=O)[O-])c1ccc(Cl)cc1)C(c1ccc(Cl)cc1)C(=O)N2. The target protein sequence is MCNTNMSVPTDGAVTTSQIPASEQETQDKEESVESSLPLNAIEPCVICQGRPKNGCIVHGKTGHLMACFTCAKKLKKRNKPCPVCRQPIQMIVLTYFP. The pIC50 is 6.0. (2) The drug is O=C1CCN([C@@H]2CCCC[C@H]2OCCc2cccc3ccccc23)C1. The target protein (P15387) has sequence MPAGMTKHGSRSTSSLPPEPMEIVRSKACSRRVRLNVGGLAHEVLWRTLDRLPRTRLGKLRDCNTHDSLLQVCDDYSLEDNEYFFDRHPGAFTSILNFYRTGRLHMMEEMCALSFSQELDYWGIDEIYLESCCQARYHQKKEQMNEELKREAETLREREGEEFDNTCCAEKRKKLWDLLEKPNSSVAAKILAIISIMFIVLSTIALSLNTLPELQSLDEFGQSTDNPQLAHVEAVCIAWFTMEYLLRFLSSPKKWKFFKGPLNAIDLLAILPYYVTIFLTESNKSVLQFQNVRRVVQIFRIMRILRILKLARHSTGLQSLGFTLRRSYNELGLLILFLAMGIMIFSSLVFFAEKDEDDTKFKSIPASFWWATITMTTVGYGDIYPKTLLGKIVGGLCCIAGVLVIALPIPIIVNNFSEFYKEQKRQEKAIKRREALERAKRNGSIVSMNMKDAFARSIEMMDIVVEKNGESIAKKDKVQDNHLSPNKWKWTKRALSETSS.... The pIC50 is 5.2. (3) The drug is CCN(CC)C(=O)/C(C#N)=C/c1cc(O)c(O)c([N+](=O)[O-])c1. The target protein (P22734) has sequence MPLAAVSLGLLLLALLLLLRHLGWGLVTIFWFEYVLQPVHNLIMGDTKEQRILRYVQQNAKPGDPQSVLEAIDTYCTQKEWAMNVGDAKGQIMDAVIREYSPSLVLELGAYCGYSAVRMARLLQPGARLLTMEMNPDYAAITQQMLNFAGLQDKVTILNGASQDLIPQLKKKYDVDTLDMVFLDHWKDRYLPDTLLLEKCGLLRKGTVLLADNVIVPGTPDFLAYVRGSSSFECTHYSSYLEYMKVVDGLEKAIYQGPSSPDKS. The pIC50 is 5.6. (4) The drug is CCC(=O)C1C(=O)CC(C)(C)C(c2ccccc2)C1=O. The target protein (P0A6M2) has sequence MLRFLNQCSQGRGAWLLMAFTALALELTALWFQHVMLLKPCVLCIYERCALFGVLGAALIGAIAPKTPLRYVAMVIWLYSAFRGVQLTYEHTMLQLYPSPFATCDFMVRFPEWLPLDKWVPQVFVASGDCAERQWDFLGLEMPQWLLGIFIAYLIVAVLVVISQPFKAKKRDLFGR. The pIC50 is 4.0. (5) The drug is Cn1sc(=O)n(-c2ccc(Br)cc2)c1=O. The target is XTSFAESXKPVQQPSAFGS. The pIC50 is 5.5. (6) The small molecule is CCOC(OCC)c1ccc(/C=C2\CCC/C(=C\c3ccc(C(OCC)OCC)cc3)C2=O)cc1. The target is SSSEEGLTCRGIPNSISI. The pIC50 is 4.1. (7) The compound is CC/C(=C(/c1ccc(O)cc1)c1ccc(OCCN(C)CCOCCOCCO/N=C/c2ccc(O)c(C(=O)NCN[C@H]3C[C@H](O[C@H]4C[C@](O)(C(=O)CO)Cc5c(O)c6c(c(O)c54)C(=O)c4c(OC)cccc4C6=O)O[C@@H](C)[C@H]3O)c2)cc1)c1ccccc1. The target protein (Q9UBM7) has sequence MAAKSQPNIPKAKSLDGVTNDRTASQGQWGRAWEVDWFSLASVIFLLLFAPFIVYYFIMACDQYSCALTGPVVDIVTGHARLSDIWAKTPPITRKAAQLYTLWVTFQVLLYTSLPDFCHKFLPGYVGGIQEGAVTPAGVVNKYQINGLQAWLLTHLLWFANAHLLSWFSPTIIFDNWIPLLWCANILGYAVSTFAMVKGYFFPTSARDCKFTGNFFYNYMMGIEFNPRIGKWFDFKLFFNGRPGIVAWTLINLSFAAKQRELHSHVTNAMVLVNVLQAIYVIDFFWNETWYLKTIDICHDHFGWYLGWGDCVWLPYLYTLQGLYLVYHPVQLSTPHAVGVLLLGLVGYYIFRVANHQKDLFRRTDGRCLIWGRKPKVIECSYTSADGQRHHSKLLVSGFWGVARHFNYVGDLMGSLAYCLACGGGHLLPYFYIIYMAILLTHRCLRDEHRCASKYGRDWERYTAAVPYRLLPGIF. The pIC50 is 7.2.